Dataset: Catalyst prediction with 721,799 reactions and 888 catalyst types from USPTO. Task: Predict which catalyst facilitates the given reaction. (1) Reactant: [CH3:1][O:2][CH2:3][C:4]1[C:13]([N+:14]([O-:16])=[O:15])=[C:12](O)[C:11]2[C:6](=[N:7][C:8]([C:18]3[C:23]([C:24]([F:27])([F:26])[F:25])=[CH:22][CH:21]=[CH:20][N:19]=3)=[CH:9][CH:10]=2)[N:5]=1.P(Cl)(Cl)([Cl:30])=O.N1C(C)=CC=CC=1C.C(=O)(O)[O-].[Na+]. Product: [Cl:30][C:12]1[C:11]2[C:6](=[N:7][C:8]([C:18]3[C:23]([C:24]([F:27])([F:26])[F:25])=[CH:22][CH:21]=[CH:20][N:19]=3)=[CH:9][CH:10]=2)[N:5]=[C:4]([CH2:3][O:2][CH3:1])[C:13]=1[N+:14]([O-:16])=[O:15]. The catalyst class is: 22. (2) Reactant: C([O:3][C:4]([C:6]1[O:10][N:9]=[C:8]([C:11]2[CH:16]=[CH:15][C:14]([O:17][CH2:18][C:19]3[CH:24]=[CH:23][CH:22]=[C:21]([F:25])[CH:20]=3)=[CH:13][CH:12]=2)[CH:7]=1)=[O:5])C.[OH-].[K+].Cl. Product: [F:25][C:21]1[CH:20]=[C:19]([CH:24]=[CH:23][CH:22]=1)[CH2:18][O:17][C:14]1[CH:15]=[CH:16][C:11]([C:8]2[CH:7]=[C:6]([C:4]([OH:5])=[O:3])[O:10][N:9]=2)=[CH:12][CH:13]=1. The catalyst class is: 1.